From a dataset of Catalyst prediction with 721,799 reactions and 888 catalyst types from USPTO. Predict which catalyst facilitates the given reaction. (1) Reactant: [F:1][C:2]([F:20])([F:19])[C:3]1[CH:8]=[CH:7][C:6]([CH:9]2[C:18]3[C:13](=[CH:14][CH:15]=[CH:16][CH:17]=3)[CH2:12][CH2:11][NH:10]2)=[CH:5][CH:4]=1.CCN(C(C)C)C(C)C.[CH2:30]([N:37]=[C:38]=[O:39])[C:31]1[CH:36]=[CH:35][CH:34]=[CH:33][CH:32]=1. Product: [CH2:30]([NH:37][C:38]([N:10]1[CH2:11][CH2:12][C:13]2[C:18](=[CH:17][CH:16]=[CH:15][CH:14]=2)[CH:9]1[C:6]1[CH:5]=[CH:4][C:3]([C:2]([F:1])([F:19])[F:20])=[CH:8][CH:7]=1)=[O:39])[C:31]1[CH:36]=[CH:35][CH:34]=[CH:33][CH:32]=1. The catalyst class is: 2. (2) Reactant: C[O:2][C:3]([CH:5]1[CH2:8][CH2:7][CH:6]1[N:9]1[CH:13]=[C:12]([N+:14]([O-:16])=[O:15])[N:11]=[CH:10]1)=O.CSC.B. Product: [N+:14]([C:12]1[N:11]=[CH:10][N:9]([CH:6]2[CH2:7][CH2:8][CH:5]2[CH2:3][OH:2])[CH:13]=1)([O-:16])=[O:15]. The catalyst class is: 7. (3) Reactant: [C:1]1([S:7]([N:10]2[CH:15]3[CH2:16][CH2:17][CH:11]2[CH2:12][N:13]([CH2:18][C:19]([O:21]C)=[O:20])[CH2:14]3)(=[O:9])=[O:8])[CH:6]=[CH:5][CH:4]=[CH:3][CH:2]=1.[OH-].[Na+].Cl. Product: [C:1]1([S:7]([N:10]2[CH:11]3[CH2:17][CH2:16][CH:15]2[CH2:14][N:13]([CH2:18][C:19]([OH:21])=[O:20])[CH2:12]3)(=[O:9])=[O:8])[CH:2]=[CH:3][CH:4]=[CH:5][CH:6]=1. The catalyst class is: 8. (4) Product: [Cl:22][C:20]1[C:19]([O:23][C@H:24]2[CH2:29][CH2:28][CH2:27][CH2:26][C@@H:25]2[C:30]2[N:34]([CH3:35])[N:33]=[CH:32][CH:31]=2)=[CH:18][C:17]([F:36])=[C:16]([S:13]([NH:7][C:8]2[N:9]=[CH:10][S:11][CH:12]=2)(=[O:15])=[O:14])[CH:21]=1. The catalyst class is: 4. Reactant: C(OC(=O)[N:7]([S:13]([C:16]1[CH:21]=[C:20]([Cl:22])[C:19]([O:23][C@H:24]2[CH2:29][CH2:28][CH2:27][CH2:26][C@@H:25]2[C:30]2[N:34]([CH3:35])[N:33]=[CH:32][CH:31]=2)=[CH:18][C:17]=1[F:36])(=[O:15])=[O:14])[C:8]1[N:9]=[CH:10][S:11][CH:12]=1)(C)(C)C.FC(F)(F)C(O)=O.